From a dataset of Catalyst prediction with 721,799 reactions and 888 catalyst types from USPTO. Predict which catalyst facilitates the given reaction. Reactant: [Si]([O:8][C:9]1([C:13]2[CH:14]=[CH:15][C:16]3[C:17]4[N:39]=[CH:38][C:37]([C:40]5[N:44]([CH3:45])[N:43]=[N:42][C:41]=5[CH3:46])=[CH:36][C:18]=4[N:19]([C@H:22]([C:29]4[CH:34]=[CH:33][C:32]([F:35])=[CH:31][CH:30]=4)[CH:23]4[CH2:28][CH2:27][O:26][CH2:25][CH2:24]4)[C:20]=3[CH:21]=2)[CH2:12][O:11][CH2:10]1)(C(C)(C)C)(C)C.CCCC[N+](CCCC)(CCCC)CCCC.[F-]. Product: [CH3:46][C:41]1[N:42]=[N:43][N:44]([CH3:45])[C:40]=1[C:37]1[CH:38]=[N:39][C:17]2[C:16]3[CH:15]=[CH:14][C:13]([C:9]4([OH:8])[CH2:12][O:11][CH2:10]4)=[CH:21][C:20]=3[N:19]([C@H:22]([C:29]3[CH:30]=[CH:31][C:32]([F:35])=[CH:33][CH:34]=3)[CH:23]3[CH2:24][CH2:25][O:26][CH2:27][CH2:28]3)[C:18]=2[CH:36]=1. The catalyst class is: 1.